Dataset: M1 muscarinic receptor agonist screen with 61,833 compounds. Task: Binary Classification. Given a drug SMILES string, predict its activity (active/inactive) in a high-throughput screening assay against a specified biological target. The drug is S(c1n(c(nn1)COc1ccc(cc1)C)C)CC(=O)Nc1noc(c1)C. The result is 0 (inactive).